Dataset: Forward reaction prediction with 1.9M reactions from USPTO patents (1976-2016). Task: Predict the product of the given reaction. (1) The product is: [Cl:3][C:4]1[CH:11]=[C:10]([NH:2][CH3:1])[C:9]([N+:13]([O-:15])=[O:14])=[CH:8][C:5]=1[C:6]#[N:7]. Given the reactants [CH3:1][NH2:2].[Cl:3][C:4]1[CH:11]=[C:10](F)[C:9]([N+:13]([O-:15])=[O:14])=[CH:8][C:5]=1[C:6]#[N:7], predict the reaction product. (2) Given the reactants [NH2:1][N:2]1[N:11]=[C:10]([N:12]2[CH2:17][CH:16]([CH3:18])[O:15][CH:14]([CH3:19])[CH2:13]2)[C:9]2[C:4](=[CH:5][CH:6]=[CH:7][CH:8]=2)[C:3]1=[O:20].[Cl:21][C:22]1[CH:27]=[CH:26][C:25]([CH2:28][C:29](Cl)=[O:30])=[CH:24][CH:23]=1, predict the reaction product. The product is: [Cl:21][C:22]1[CH:27]=[CH:26][C:25]([CH2:28][C:29]([NH:1][N:2]2[N:11]=[C:10]([N:12]3[CH2:13][CH:14]([CH3:19])[O:15][CH:16]([CH3:18])[CH2:17]3)[C:9]3[C:4](=[CH:5][CH:6]=[CH:7][CH:8]=3)[C:3]2=[O:20])=[O:30])=[CH:24][CH:23]=1. (3) Given the reactants [F:1][C:2]1[C:3]([CH3:18])=[C:4]([C@:8]2([C:14]([O:16]C)=[O:15])[CH2:12][CH2:11][C:10](=[O:13])[CH2:9]2)[CH:5]=[CH:6][CH:7]=1.[OH-].[Na+], predict the reaction product. The product is: [F:1][C:2]1[C:3]([CH3:18])=[C:4]([C@:8]2([C:14]([OH:16])=[O:15])[CH2:12][CH2:11][C:10](=[O:13])[CH2:9]2)[CH:5]=[CH:6][CH:7]=1.